Dataset: NCI-60 drug combinations with 297,098 pairs across 59 cell lines. Task: Regression. Given two drug SMILES strings and cell line genomic features, predict the synergy score measuring deviation from expected non-interaction effect. Drug 1: CC(CN1CC(=O)NC(=O)C1)N2CC(=O)NC(=O)C2. Drug 2: C1=CC(=CC=C1C#N)C(C2=CC=C(C=C2)C#N)N3C=NC=N3. Cell line: HL-60(TB). Synergy scores: CSS=60.6, Synergy_ZIP=-1.58, Synergy_Bliss=-2.37, Synergy_Loewe=-2.42, Synergy_HSA=-1.72.